Dataset: Merck oncology drug combination screen with 23,052 pairs across 39 cell lines. Task: Regression. Given two drug SMILES strings and cell line genomic features, predict the synergy score measuring deviation from expected non-interaction effect. (1) Drug 1: CN1C(=O)C=CC2(C)C3CCC4(C)C(NC(=O)OCC(F)(F)F)CCC4C3CCC12. Drug 2: O=C(NOCC(O)CO)c1ccc(F)c(F)c1Nc1ccc(I)cc1F. Cell line: DLD1. Synergy scores: synergy=10.8. (2) Drug 1: O=C(CCCCCCC(=O)Nc1ccccc1)NO. Drug 2: Cn1cc(-c2cnn3c(N)c(Br)c(C4CCCNC4)nc23)cn1. Cell line: VCAP. Synergy scores: synergy=25.8. (3) Drug 1: N.N.O=C(O)C1(C(=O)O)CCC1.[Pt]. Drug 2: Cn1cc(-c2cnn3c(N)c(Br)c(C4CCCNC4)nc23)cn1. Cell line: UWB1289. Synergy scores: synergy=-3.95. (4) Cell line: RKO. Drug 2: Cc1nc(Nc2ncc(C(=O)Nc3c(C)cccc3Cl)s2)cc(N2CCN(CCO)CC2)n1. Drug 1: Cn1nnc2c(C(N)=O)ncn2c1=O. Synergy scores: synergy=-31.1. (5) Drug 1: O=C(NOCC(O)CO)c1ccc(F)c(F)c1Nc1ccc(I)cc1F. Drug 2: NC1CCCCC1N.O=C(O)C(=O)O.[Pt+2]. Cell line: LOVO. Synergy scores: synergy=-4.44. (6) Drug 1: CN(Cc1cnc2nc(N)nc(N)c2n1)c1ccc(C(=O)NC(CCC(=O)O)C(=O)O)cc1. Drug 2: NC1(c2ccc(-c3nc4ccn5c(=O)[nH]nc5c4cc3-c3ccccc3)cc2)CCC1. Cell line: A375. Synergy scores: synergy=3.33. (7) Drug 1: O=S1(=O)NC2(CN1CC(F)(F)F)C1CCC2Cc2cc(C=CCN3CCC(C(F)(F)F)CC3)ccc2C1. Drug 2: CCC1=CC2CN(C1)Cc1c([nH]c3ccccc13)C(C(=O)OC)(c1cc3c(cc1OC)N(C)C1C(O)(C(=O)OC)C(OC(C)=O)C4(CC)C=CCN5CCC31C54)C2. Cell line: RKO. Synergy scores: synergy=-20.3.